The task is: Regression. Given two drug SMILES strings and cell line genomic features, predict the synergy score measuring deviation from expected non-interaction effect.. This data is from NCI-60 drug combinations with 297,098 pairs across 59 cell lines. (1) Drug 1: C1CCN(CC1)CCOC2=CC=C(C=C2)C(=O)C3=C(SC4=C3C=CC(=C4)O)C5=CC=C(C=C5)O. Drug 2: CC(C)CN1C=NC2=C1C3=CC=CC=C3N=C2N. Cell line: BT-549. Synergy scores: CSS=-9.29, Synergy_ZIP=5.27, Synergy_Bliss=2.70, Synergy_Loewe=-2.89, Synergy_HSA=-3.36. (2) Drug 1: CC(CN1CC(=O)NC(=O)C1)N2CC(=O)NC(=O)C2. Drug 2: CCN(CC)CCCC(C)NC1=C2C=C(C=CC2=NC3=C1C=CC(=C3)Cl)OC. Cell line: NCI-H522. Synergy scores: CSS=28.6, Synergy_ZIP=-3.98, Synergy_Bliss=3.39, Synergy_Loewe=4.72, Synergy_HSA=5.05.